From a dataset of Full USPTO retrosynthesis dataset with 1.9M reactions from patents (1976-2016). Predict the reactants needed to synthesize the given product. (1) Given the product [CH2:1]([N:5]([C:6]1[CH:11]=[CH:10][CH:9]=[CH:8][CH:7]=1)[C:13]([Cl:12])=[O:15])[CH2:2][CH2:3][CH3:4], predict the reactants needed to synthesize it. The reactants are: [CH2:1]([NH:5][C:6]1[CH:11]=[CH:10][CH:9]=[CH:8][CH:7]=1)[CH2:2][CH2:3][CH3:4].[Cl:12][C:13](Cl)([O:15]C(=O)OC(Cl)(Cl)Cl)Cl. (2) Given the product [CH2:3]([N:6]1[C@H:11]([CH3:12])[CH2:10][N:9]([C@@H:13]([C:14]2[CH:15]=[C:16]([CH:17]=[CH:18][CH:19]=2)[O:20][CH2:45][C:46]([O:48][CH3:49])=[O:47])[C:28]2[CH:40]=[CH:39][C:31]([C:32]([N:34]([CH2:37][CH3:38])[CH2:35][CH3:36])=[O:33])=[CH:30][CH:29]=2)[C@@H:8]([CH3:41])[CH2:7]1)[CH:4]=[CH2:5], predict the reactants needed to synthesize it. The reactants are: [H-].[Na+].[CH2:3]([N:6]1[C@H:11]([CH3:12])[CH2:10][N:9]([C@H:13]([C:28]2[CH:40]=[CH:39][C:31]([C:32]([N:34]([CH2:37][CH3:38])[CH2:35][CH3:36])=[O:33])=[CH:30][CH:29]=2)[C:14]2[CH:19]=[CH:18][CH:17]=[C:16]([O:20]S(C(F)(F)F)(=O)=O)[CH:15]=2)[C@@H:8]([CH3:41])[CH2:7]1)[CH:4]=[CH2:5].[I-].[Na+].Cl[CH2:45][C:46]([O:48][CH3:49])=[O:47].C(=O)=O. (3) Given the product [C:20]([O:19][C:17](=[O:18])[NH:9][CH2:8][C:5]1[N:6]=[CH:7][C:2]([Cl:1])=[CH:3][N:4]=1)([CH3:23])([CH3:22])[CH3:21], predict the reactants needed to synthesize it. The reactants are: [Cl:1][C:2]1[CH:3]=[N:4][C:5]([CH2:8][NH2:9])=[N:6][CH:7]=1.C(N(CC)CC)C.[C:17](O[C:17]([O:19][C:20]([CH3:23])([CH3:22])[CH3:21])=[O:18])([O:19][C:20]([CH3:23])([CH3:22])[CH3:21])=[O:18]. (4) Given the product [Si:14]([O:21][CH2:22][C@@H:23]([N:32]1[CH:37]=[CH:36][C:35]([C:38]2[CH:43]=[CH:42][N:41]=[C:40]([NH:8][C:6]3[CH:5]=[CH:4][N:3]=[C:2]([CH3:1])[CH:7]=3)[N:39]=2)=[CH:34][C:33]1=[O:48])[C:24]1[CH:29]=[CH:28][C:27]([Cl:30])=[C:26]([F:31])[CH:25]=1)([C:17]([CH3:20])([CH3:18])[CH3:19])([CH3:16])[CH3:15], predict the reactants needed to synthesize it. The reactants are: [CH3:1][C:2]1[CH:7]=[C:6]([NH2:8])[CH:5]=[CH:4][N:3]=1.[Li]C(C)(C)C.[Si:14]([O:21][CH2:22][C@@H:23]([N:32]1[CH:37]=[CH:36][C:35]([C:38]2[CH:43]=[CH:42][N:41]=[C:40](S(C)(=O)=O)[N:39]=2)=[CH:34][C:33]1=[O:48])[C:24]1[CH:29]=[CH:28][C:27]([Cl:30])=[C:26]([F:31])[CH:25]=1)([C:17]([CH3:20])([CH3:19])[CH3:18])([CH3:16])[CH3:15].O. (5) Given the product [Cl:1][C:2]1[CH:3]=[CH:4][C:5]([S:8][C:9]2[CH:14]=[CH:13][CH:12]=[CH:11][C:10]=2[C:15]([CH3:20])=[CH:16][C:17]([NH:21][CH2:22][CH2:23][C:24]2[CH:29]=[CH:28][N:27]=[CH:26][CH:25]=2)=[O:19])=[CH:6][CH:7]=1, predict the reactants needed to synthesize it. The reactants are: [Cl:1][C:2]1[CH:7]=[CH:6][C:5]([S:8][C:9]2[CH:14]=[CH:13][CH:12]=[CH:11][C:10]=2[C:15]([CH3:20])=[CH:16][C:17]([OH:19])=O)=[CH:4][CH:3]=1.[NH2:21][CH2:22][CH2:23][C:24]1[CH:29]=[CH:28][N:27]=[CH:26][CH:25]=1. (6) Given the product [Cl:11][C:12]1[C:13]([NH:23][C@H:24]2[CH2:25][CH2:26][C@H:27]([N:30]([CH3:31])[CH3:3])[CH2:28][CH2:29]2)=[CH:14][C:15]([O:21][CH3:22])=[C:16]([CH:20]=1)[C:17]#[N:19], predict the reactants needed to synthesize it. The reactants are: C=O.[C:3](O)(=O)C.C([BH3-])#N.[Na+].[Cl:11][C:12]1[C:13]([NH:23][C@H:24]2[CH2:29][CH2:28][C@H:27]([NH:30][CH2:31]CC)[CH2:26][CH2:25]2)=[CH:14][C:15]([O:21][CH3:22])=[C:16]([CH:20]=1)[C:17]([NH2:19])=O.C(=O)([O-])O.[Na+]. (7) Given the product [N:9]1[C:8]([C:6]2[N:7]=[C:2]([NH:38][C:35]3[CH:36]=[C:37]4[C:32]([CH:31]=[N:30][NH:29]4)=[CH:33][CH:34]=3)[C:3]3[NH:19][N:18]=[CH:17][C:4]=3[N:5]=2)=[CH:16][N:11]2[CH:12]=[CH:13][CH:14]=[CH:15][C:10]=12, predict the reactants needed to synthesize it. The reactants are: Cl[C:2]1[C:3]2[C:4](=[CH:17][N:18](CC3C=CC(OC)=CC=3)[N:19]=2)[N:5]=[C:6]([C:8]2[N:9]=[C:10]3[CH:15]=[CH:14][CH:13]=[CH:12][N:11]3[CH:16]=2)[N:7]=1.[NH:29]1[C:37]2[C:32](=[CH:33][CH:34]=[C:35]([NH2:38])[CH:36]=2)[CH:31]=[N:30]1.Cl. (8) Given the product [NH2:10][C:11]1[N:16]=[C:15]([O:17][S:38]([C:31]2[C:32]([CH3:37])=[CH:33][C:34]([CH3:36])=[CH:35][C:30]=2[CH3:29])(=[O:40])=[O:39])[C:14]([CH2:18][C:19]2[CH:24]=[CH:23][C:22]([CH2:25][C:26]#[N:27])=[CH:21][CH:20]=2)=[C:13]([CH3:28])[N:12]=1, predict the reactants needed to synthesize it. The reactants are: CN(C)CCCN(C)C.[NH2:10][C:11]1[N:16]=[C:15]([OH:17])[C:14]([CH2:18][C:19]2[CH:24]=[CH:23][C:22]([CH2:25][C:26]#[N:27])=[CH:21][CH:20]=2)=[C:13]([CH3:28])[N:12]=1.[CH3:29][C:30]1[CH:35]=[C:34]([CH3:36])[CH:33]=[C:32]([CH3:37])[C:31]=1[S:38](Cl)(=[O:40])=[O:39].Cl.